Dataset: Reaction yield outcomes from USPTO patents with 853,638 reactions. Task: Predict the reaction yield, written as a fraction of the theoretical maximum amount of product (1.0 means a 100% yield; for example, 0.34 means a 34% yield). (1) The reactants are [CH3:1][CH2:2][C@H:3]1[O:18][C:16](=[O:17])[C@H:15]([CH3:19])[C@@H:14]([O:20][C@@H:21]2[O:26][C@@H:25]([CH3:27])[C@H:24]([OH:28])[C@@:23]([O:30][CH3:31])([CH3:29])[CH2:22]2)[C@H:13]([CH3:32])[C@@H:12]([O:33][C@@H:34]2[O:39][C@H:38]([CH3:40])[CH2:37][C@H:36]([N:41]([CH3:43])[CH3:42])[C@H:35]2[OH:44])[C@@:11]([O:46][CH3:47])([CH3:45])[CH2:10][C@@H:9]([CH3:48])[C:7](=[O:8])[C@H:6]([CH3:49])[C@@H:5]([OH:50])[C@@:4]1([OH:52])[CH3:51].[CH3:53][S:54]([OH:57])(=[O:56])=[O:55]. The catalyst is CC(C)=O. The product is [CH3:1][CH2:2][C@H:3]1[O:18][C:16](=[O:17])[C@H:15]([CH3:19])[C@@H:14]([O:20][C@@H:21]2[O:26][C@@H:25]([CH3:27])[C@H:24]([OH:28])[C@@:23]([O:30][CH3:31])([CH3:29])[CH2:22]2)[C@H:13]([CH3:32])[C@@H:12]([O:33][C@@H:34]2[O:39][C@H:38]([CH3:40])[CH2:37][C@H:36]([N:41]([CH3:42])[CH3:43])[C@H:35]2[OH:44])[C@@:11]([O:46][CH3:47])([CH3:45])[CH2:10][C@@H:9]([CH3:48])[C:7](=[O:8])[C@H:6]([CH3:49])[C@@H:5]([OH:50])[C@@:4]1([OH:52])[CH3:51].[S:54]([O-:57])(=[O:56])(=[O:55])[CH3:53]. The yield is 0.920. (2) The reactants are [Cl:1][CH2:2][C:3]([NH:5][CH2:6][C:7]#[C:8][C:9]1[CH:10]=[C:11]2[C:16](=[CH:17][CH:18]=1)[N:15]=[CH:14][N:13]=[C:12]2Cl)=[O:4].[CH3:20][C:21]1[CH:22]=[C:23]([CH:25]=[CH:26][C:27]=1[O:28][C:29]1[CH:34]=[CH:33][CH:32]=[CH:31][CH:30]=1)[NH2:24]. The catalyst is ClCCCl.C(O)(C)(C)C.C(OCC)(=O)C. The product is [Cl:1][CH2:2][C:3]([NH:5][CH2:6][C:7]#[C:8][C:9]1[CH:10]=[C:11]2[C:16](=[CH:17][CH:18]=1)[N:15]=[CH:14][N:13]=[C:12]2[NH:24][C:23]1[CH:25]=[CH:26][C:27]([O:28][C:29]2[CH:34]=[CH:33][CH:32]=[CH:31][CH:30]=2)=[C:21]([CH3:20])[CH:22]=1)=[O:4]. The yield is 0.900. (3) The reactants are [Cl:1][C:2]1[CH:7]=[CH:6][C:5]([S:8][CH2:9][C:10]2[CH:11]=[N:12][N:13](C(OC(C)(C)C)=O)[C:14](=[O:16])[CH:15]=2)=[CH:4][CH:3]=1.C(O)(C(F)(F)F)=O. The catalyst is C(Cl)Cl. The product is [Cl:1][C:2]1[CH:7]=[CH:6][C:5]([S:8][CH2:9][C:10]2[CH:11]=[N:12][NH:13][C:14](=[O:16])[CH:15]=2)=[CH:4][CH:3]=1. The yield is 0.810. (4) The reactants are [Cl:1][C:2]1[CH:3]=[C:4]([S:9]([CH:12]2[CH2:17][CH2:16][NH:15][CH2:14][CH2:13]2)(=[O:11])=[O:10])[CH:5]=[CH:6][C:7]=1[Cl:8].Cl[C:19]1[C:24]([Cl:25])=[CH:23][CH:22]=[CH:21][N:20]=1. No catalyst specified. The product is [Cl:25][C:24]1[C:19]([N:15]2[CH2:16][CH2:17][CH:12]([S:9]([C:4]3[CH:5]=[CH:6][C:7]([Cl:8])=[C:2]([Cl:1])[CH:3]=3)(=[O:11])=[O:10])[CH2:13][CH2:14]2)=[N:20][CH:21]=[CH:22][CH:23]=1. The yield is 0.330. (5) The reactants are F[C:2]1[CH:7]=[C:6](F)[CH:5]=[CH:4][C:3]=1[CH2:9][CH2:10]C(O)=O.[CH3:14][C:15]([CH3:20])(C)[C:16](Cl)=[O:17].[Li+].[Cl-].C[C@H]1[C@@H](C2C=CC=CC=2)[O:27][C:26](=[O:35])[NH:25]1.[CH2:36](N(CC)CC)[CH3:37]. The catalyst is C1COCC1. The product is [CH3:14][C:15](=[CH:20][CH2:36][CH3:37])[C:16]([N:25]1[CH:9]([C:3]2[CH:2]=[CH:7][CH:6]=[CH:5][CH:4]=2)[CH2:10][O:35][C:26]1=[O:27])=[O:17]. The yield is 0.990. (6) The reactants are [CH3:1][O:2][C:3]1[CH:39]=[CH:38][C:6]([C:7]([NH:20][C:21]2[N:29]=[CH:28][N:27]=[C:26]3[C:22]=2[N:23]=[CH:24][N:25]3[C@H:30]2[O:35][C@@H:34]([CH2:36][OH:37])[C@@H:32]([OH:33])[CH2:31]2)([C:14]2[CH:19]=[CH:18][CH:17]=[CH:16][CH:15]=2)[C:8]2[CH:13]=[CH:12][CH:11]=[CH:10][CH:9]=2)=[CH:5][CH:4]=1.[CH3:40][O:41][C:42]1[CH:61]=[CH:60][C:45]([C:46](Cl)([C:53]2[CH:58]=[CH:57][CH:56]=[CH:55][CH:54]=2)[C:47]2[CH:52]=[CH:51][CH:50]=[CH:49][CH:48]=2)=[CH:44][CH:43]=1.CO. The catalyst is N1C=CC=CC=1. The product is [CH3:1][O:2][C:3]1[CH:4]=[CH:5][C:6]([C:7]([NH:20][C:21]2[N:29]=[CH:28][N:27]=[C:26]3[C:22]=2[N:23]=[CH:24][N:25]3[C@H:30]2[O:35][C@@H:34]([CH2:36][O:37][C:46]([C:53]3[CH:58]=[CH:57][CH:56]=[CH:55][CH:54]=3)([C:47]3[CH:52]=[CH:51][CH:50]=[CH:49][CH:48]=3)[C:45]3[CH:44]=[CH:43][C:42]([O:41][CH3:40])=[CH:61][CH:60]=3)[C@@H:32]([OH:33])[CH2:31]2)([C:14]2[CH:15]=[CH:16][CH:17]=[CH:18][CH:19]=2)[C:8]2[CH:9]=[CH:10][CH:11]=[CH:12][CH:13]=2)=[CH:38][CH:39]=1. The yield is 0.720.